Dataset: Forward reaction prediction with 1.9M reactions from USPTO patents (1976-2016). Task: Predict the product of the given reaction. (1) The product is: [F:48][C:9]1([F:8])[CH2:10][CH2:11][CH:12]([C:15]([NH:17][C:18]2[CH:19]=[C:20]3[C:24](=[CH:25][CH:26]=2)[NH:23][N:22]=[C:21]3[C:33]2[NH:37][C:36]3[CH:38]=[CH:39][C:40]([N:42]4[CH2:47][CH2:46][O:45][CH2:44][CH2:43]4)=[CH:41][C:35]=3[N:34]=2)=[O:16])[CH2:13][CH2:14]1. Given the reactants C(O)(C(F)(F)F)=O.[F:8][C:9]1([F:48])[CH2:14][CH2:13][CH:12]([C:15]([NH:17][C:18]2[CH:19]=[C:20]3[C:24](=[CH:25][CH:26]=2)[N:23](C2CCCCO2)[N:22]=[C:21]3[C:33]2[NH:37][C:36]3[CH:38]=[CH:39][C:40]([N:42]4[CH2:47][CH2:46][O:45][CH2:44][CH2:43]4)=[CH:41][C:35]=3[N:34]=2)=[O:16])[CH2:11][CH2:10]1, predict the reaction product. (2) Given the reactants [F:1][C:2]([F:17])([F:16])[C:3]1[CH:8]=[CH:7][C:6]([C:9]([F:12])([F:11])[F:10])=[CH:5][C:4]=1[N+:13]([O-])=O.[H][H], predict the reaction product. The product is: [F:1][C:2]([F:16])([F:17])[C:3]1[CH:8]=[CH:7][C:6]([C:9]([F:10])([F:12])[F:11])=[CH:5][C:4]=1[NH2:13]. (3) Given the reactants [CH3:1][N:2]([CH3:24])[CH:3]1[CH2:7][CH2:6][N:5]([C:8]2[CH:13]=[CH:12][C:11]([NH:14][C:15](=[O:23])[C:16]3[CH:21]=[CH:20][C:19]([OH:22])=[CH:18][CH:17]=3)=[CH:10][CH:9]=2)[CH2:4]1.Cl[C:26]1[CH:31]=[CH:30][C:29]([Cl:32])=[CH:28][N:27]=1.C(=O)([O-])[O-].[K+].[K+], predict the reaction product. The product is: [Cl:32][C:29]1[CH:30]=[CH:31][C:26]([O:22][C:19]2[CH:18]=[CH:17][C:16]([C:15]([NH:14][C:11]3[CH:10]=[CH:9][C:8]([N:5]4[CH2:6][CH2:7][CH:3]([N:2]([CH3:24])[CH3:1])[CH2:4]4)=[CH:13][CH:12]=3)=[O:23])=[CH:21][CH:20]=2)=[N:27][CH:28]=1. (4) Given the reactants [CH2:1]([NH:4][CH2:5][CH:6]=[CH2:7])[CH:2]=[CH2:3].C(N(CC)CC)C.[CH2:15]([S:23](Cl)(=[O:25])=[O:24])[CH2:16][CH2:17][CH2:18][CH2:19][CH2:20][CH2:21][CH3:22], predict the reaction product. The product is: [CH2:1]([N:4]([CH2:5][CH:6]=[CH2:7])[S:23]([CH2:15][CH2:16][CH2:17][CH2:18][CH2:19][CH2:20][CH2:21][CH3:22])(=[O:25])=[O:24])[CH:2]=[CH2:3]. (5) The product is: [NH2:1][C:2]1[S:6][C:5]([S:26]([CH3:16])(=[O:30])=[O:28])=[N:4][C:3]=1[C:9]1[CH:10]=[CH:11][CH:12]=[CH:13][CH:14]=1. Given the reactants [NH2:1][C:2]1[S:6][C:5](SC)=[N:4][C:3]=1[C:9]1[CH:14]=[CH:13][CH:12]=[CH:11][CH:10]=1.Cl[C:16]1C=CC=C(C(OO)=O)C=1.[S:26]([O-:30])([O-])(=[O:28])=S.[Na+].[Na+].C(=O)(O)[O-].[Na+], predict the reaction product. (6) Given the reactants [Br:1][C:2]1[CH:11]=[CH:10][C:5]([C:6](OC)=[O:7])=[C:4]([CH2:12]Br)[CH:3]=1.C(N(CC)CC)C.[NH2:21][CH:22]1[CH2:27][CH2:26][CH:25]([C:28]([O:30][C:31]([CH3:34])([CH3:33])[CH3:32])=[O:29])[CH2:24][CH2:23]1, predict the reaction product. The product is: [Br:1][C:2]1[CH:3]=[C:4]2[C:5](=[CH:10][CH:11]=1)[C:6](=[O:7])[N:21]([CH:22]1[CH2:23][CH2:24][CH:25]([C:28]([O:30][C:31]([CH3:34])([CH3:33])[CH3:32])=[O:29])[CH2:26][CH2:27]1)[CH2:12]2. (7) Given the reactants [CH3:1][S:2]([NH:5][CH2:6][C:7]1[CH:8]=[C:9]2[C:13](=[CH:14][CH:15]=1)[NH:12][CH:11]=[C:10]2[CH2:16][CH2:17][CH2:18]CS([O-])(=O)=O)(=[O:4])=[O:3].[I-].[K+].C(N(CC)C(C)C)(C)C.[CH3:35][O:36][C:37]1[C:38]([N:43]2[CH2:48][CH2:47][NH:46][CH2:45][CH2:44]2)=[N:39][CH:40]=[N:41][CH:42]=1, predict the reaction product. The product is: [CH3:35][O:36][C:37]1[C:38]([N:43]2[CH2:48][CH2:47][N:46]([CH2:18][CH2:17][CH2:16][C:10]3[C:9]4[C:13](=[CH:14][CH:15]=[C:7]([CH2:6][NH:5][S:2]([CH3:1])(=[O:3])=[O:4])[CH:8]=4)[NH:12][CH:11]=3)[CH2:45][CH2:44]2)=[N:39][CH:40]=[N:41][CH:42]=1. (8) Given the reactants [F:1][C:2]1[CH:10]=[CH:9][CH:8]=[C:7]2[C:3]=1[CH:4]=[C:5]([C:11]([O:13][CH3:14])=[O:12])[NH:6]2.[H-].[Na+].I[CH3:18].O, predict the reaction product. The product is: [F:1][C:2]1[CH:10]=[CH:9][CH:8]=[C:7]2[C:3]=1[CH:4]=[C:5]([C:11]([O:13][CH3:14])=[O:12])[N:6]2[CH3:18]. (9) The product is: [CH2:25]([O:27][CH:28]1[CH2:33][CH2:32][N:31]([C:4]([C:3]2[CH:7]=[C:8]([CH:9]=[CH:10][C:2]=2[F:1])[CH2:11][C:12]2[C:21]3[C:16](=[CH:17][CH:18]=[CH:19][C:20]=3[O:22][CH3:23])[C:15](=[O:24])[NH:14][N:13]=2)=[O:5])[CH2:30][CH2:29]1)[CH3:26]. Given the reactants [F:1][C:2]1[CH:10]=[CH:9][C:8]([CH2:11][C:12]2[C:21]3[C:16](=[CH:17][CH:18]=[CH:19][C:20]=3[O:22][CH3:23])[C:15](=[O:24])[NH:14][N:13]=2)=[CH:7][C:3]=1[C:4](O)=[O:5].[CH2:25]([O:27][CH:28]1[CH2:33][CH2:32][NH:31][CH2:30][CH2:29]1)[CH3:26].C(N(C(C)C)C(C)C)C.CN(C(ON1N=NC2C=CC=CC1=2)=[N+](C)C)C.F[P-](F)(F)(F)(F)F, predict the reaction product.